From a dataset of Reaction yield outcomes from USPTO patents with 853,638 reactions. Predict the reaction yield, written as a fraction of the theoretical maximum amount of product (1.0 means a 100% yield; for example, 0.34 means a 34% yield). (1) The reactants are [CH3:1][N:2]1[C:10]2[CH:9]=[CH:8][N:7]=[CH:6][C:5]=2[N:4]=[C:3]1[CH3:11].[Se](=O)=[O:13]. The catalyst is O1CCOCC1. The product is [CH3:1][N:2]1[C:10]2[CH:9]=[CH:8][N:7]=[CH:6][C:5]=2[N:4]=[C:3]1[CH:11]=[O:13]. The yield is 0.280. (2) The reactants are [CH3:1][C:2]1([CH3:22])[CH2:10][C:9]2[NH:8][N:7]=[C:6]([C:11]3[NH:12][C:13]4[C:18]([CH:19]=3)=[CH:17][CH:16]=[C:15]([NH:20][CH3:21])[CH:14]=4)[C:5]=2[CH2:4][CH2:3]1.[O:23]=[C:24]1[CH2:29][O:28][CH2:27][CH2:26][N:25]1[CH2:30][C:31]([OH:33])=O.Cl.C(N=C=NCCCN(C)C)C. The catalyst is N1C=CC=CC=1. The product is [CH3:1][C:2]1([CH3:22])[CH2:10][C:9]2[NH:8][N:7]=[C:6]([C:11]3[NH:12][C:13]4[C:18]([CH:19]=3)=[CH:17][CH:16]=[C:15]([N:20]([CH3:21])[C:31](=[O:33])[CH2:30][N:25]3[CH2:26][CH2:27][O:28][CH2:29][C:24]3=[O:23])[CH:14]=4)[C:5]=2[CH2:4][CH2:3]1. The yield is 0.670.